Dataset: Aqueous solubility values for 9,982 compounds from the AqSolDB database. Task: Regression/Classification. Given a drug SMILES string, predict its absorption, distribution, metabolism, or excretion properties. Task type varies by dataset: regression for continuous measurements (e.g., permeability, clearance, half-life) or binary classification for categorical outcomes (e.g., BBB penetration, CYP inhibition). For this dataset (solubility_aqsoldb), we predict Y. The drug is CC(CN1c2ccccc2Sc2ccccc21)N(C)C. The Y is -4.26 log mol/L.